The task is: Binary Classification. Given a drug SMILES string, predict its activity (active/inactive) in a high-throughput screening assay against a specified biological target.. This data is from Orexin1 receptor HTS with 218,158 compounds and 233 confirmed actives. (1) The molecule is S1(=O)(=O)CC(NC(=O)C2C3CC4CC2CC(C3)C4)CC1. The result is 0 (inactive). (2) The molecule is Fc1c(C(=O)NC2CCCCCC2)c(F)c(F)c(F)c1F. The result is 0 (inactive).